From a dataset of Reaction yield outcomes from USPTO patents with 853,638 reactions. Predict the reaction yield, written as a fraction of the theoretical maximum amount of product (1.0 means a 100% yield; for example, 0.34 means a 34% yield). (1) The reactants are [F:1][C:2]1[CH:3]=[C:4]([O:15][C:16]2[C:21]3[CH2:22][C:23]([CH3:26])([CH3:25])[O:24][C:20]=3[CH:19]=[C:18]([C:27]([O:29]C)=[O:28])[CH:17]=2)[CH:5]=[N:6][C:7]=1[C:8]([N:10]1[CH2:13][CH:12]([F:14])[CH2:11]1)=[O:9].CO.[OH-].[Na+]. The catalyst is C1COCC1. The product is [F:1][C:2]1[CH:3]=[C:4]([O:15][C:16]2[C:21]3[CH2:22][C:23]([CH3:26])([CH3:25])[O:24][C:20]=3[CH:19]=[C:18]([C:27]([OH:29])=[O:28])[CH:17]=2)[CH:5]=[N:6][C:7]=1[C:8]([N:10]1[CH2:11][CH:12]([F:14])[CH2:13]1)=[O:9]. The yield is 0.900. (2) The reactants are [OH:1][C@@:2]1([C:38](OC)=[O:39])[C@H:7]([NH:8][S:9]([C:12]2[CH:17]=[CH:16][C:15]([O:18][CH2:19][C:20]3[C:29]4[C:24](=[CH:25][CH:26]=[CH:27][CH:28]=4)[N:23]=[C:22]([CH3:30])[CH:21]=3)=[CH:14][CH:13]=2)(=[O:11])=[O:10])[CH2:6][CH2:5][N:4]([C:31]([O:33][C:34]([CH3:37])([CH3:36])[CH3:35])=[O:32])[CH2:3]1.[OH-].[Na+].Cl.C(N(CC)CC)C.C(N(C(C)C)CC)(C)C.CN([P+](ON1N=NC2C=CC=CC1=2)(N(C)C)N(C)C)C.F[P-](F)(F)(F)(F)F.Cl.[C:89]([O:93][NH2:94])([CH3:92])([CH3:91])[CH3:90]. The catalyst is C(OCC)(=O)C.O.C1COCC1.CO. The product is [C:89]([O:93][NH:94][C:38]([C@:2]1([OH:1])[C@H:7]([NH:8][S:9]([C:12]2[CH:17]=[CH:16][C:15]([O:18][CH2:19][C:20]3[C:29]4[C:24](=[CH:25][CH:26]=[CH:27][CH:28]=4)[N:23]=[C:22]([CH3:30])[CH:21]=3)=[CH:14][CH:13]=2)(=[O:11])=[O:10])[CH2:6][CH2:5][N:4]([C:31]([O:33][C:34]([CH3:37])([CH3:35])[CH3:36])=[O:32])[CH2:3]1)=[O:39])([CH3:92])([CH3:91])[CH3:90]. The yield is 0.420. (3) The reactants are C(OC([O:8][C@@H:9]1[C@@H:13]([CH2:14][O:15]C(OC(C)(C)C)=O)[O:12][C@@H:11]([N:23]2[CH:43]=[CH:42][C:27]([NH:28][C:29]([O:31][CH:32]([C:34]3[S:35][C:36]([N+:39]([O-:41])=[O:40])=[CH:37][CH:38]=3)[CH3:33])=[O:30])=[N:26][C:24]2=[O:25])[C:10]1([F:45])[F:44])=O)(C)(C)C.C(O)(C(F)(F)F)=O. The catalyst is C(Cl)Cl. The product is [N+:39]([C:36]1[S:35][C:34]([CH:32]([O:31][C:29]([NH:28][C:27]2[CH:42]=[CH:43][N:23]([C@@H:11]3[O:12][C@H:13]([CH2:14][OH:15])[C@@H:9]([OH:8])[C:10]3([F:45])[F:44])[C:24](=[O:25])[N:26]=2)=[O:30])[CH3:33])=[CH:38][CH:37]=1)([O-:41])=[O:40]. The yield is 0.510. (4) The reactants are [F:1][C:2]1[CH:26]=[C:25]([N+:27]([O-])=O)[CH:24]=[CH:23][C:3]=1[O:4][C:5]1[CH:10]=[CH:9][N:8]=[C:7]2[CH:11]=[C:12]([C:14]3[CH2:19][CH2:18][N:17]([C:20](=[O:22])[CH3:21])[CH2:16][CH:15]=3)[S:13][C:6]=12.[NH4+].[Cl-].O. The catalyst is CCO.[Fe]. The product is [NH2:27][C:25]1[CH:24]=[CH:23][C:3]([O:4][C:5]2[CH:10]=[CH:9][N:8]=[C:7]3[CH:11]=[C:12]([C:14]4[CH2:19][CH2:18][N:17]([C:20](=[O:22])[CH3:21])[CH2:16][CH:15]=4)[S:13][C:6]=23)=[C:2]([F:1])[CH:26]=1. The yield is 0.770. (5) The reactants are Cl.Cl.[N:3]1[CH:8]=[CH:7][C:6]([C:9]2[CH:10]=[CH:11][N:12]=[C:13]3[C:18]=2[N:17]=[C:16]([OH:19])[CH:15]=[CH:14]3)=[CH:5][CH:4]=1.[F:20][C:21]([F:34])([F:33])[S:22](O[S:22]([C:21]([F:34])([F:33])[F:20])(=[O:24])=[O:23])(=[O:24])=[O:23]. The catalyst is N1C=CC=CC=1. The product is [F:20][C:21]([F:34])([F:33])[S:22]([O:19][C:16]1[CH:15]=[CH:14][C:13]2[C:18](=[C:9]([C:6]3[CH:5]=[CH:4][N:3]=[CH:8][CH:7]=3)[CH:10]=[CH:11][N:12]=2)[N:17]=1)(=[O:24])=[O:23]. The yield is 0.870. (6) The reactants are Br[CH2:2][C:3]([C:5]1[C:10]([CH3:11])=[CH:9][C:8]([S:12][C:13]2[CH:18]=[CH:17][C:16]([O:19][CH3:20])=[CH:15][CH:14]=2)=[CH:7][C:6]=1[CH3:21])=O.[NH2:22][C:23]([NH2:25])=[S:24]. The catalyst is CCO. The product is [CH3:20][O:19][C:16]1[CH:17]=[CH:18][C:13]([S:12][C:8]2[CH:9]=[C:10]([CH3:11])[C:5]([C:3]3[N:22]=[C:23]([NH2:25])[S:24][CH:2]=3)=[C:6]([CH3:21])[CH:7]=2)=[CH:14][CH:15]=1. The yield is 0.900.